Dataset: Forward reaction prediction with 1.9M reactions from USPTO patents (1976-2016). Task: Predict the product of the given reaction. (1) Given the reactants CCN(C(C)C)C(C)C.Cl.[F:11][C:12]1[CH:59]=[CH:58][CH:57]=[C:56]([F:60])[C:13]=1[CH2:14][O:15][C:16]([C:25]1[CH:30]=[CH:29][C:28]([C@:31]2([S:46]([C:49]3[CH:54]=[CH:53][C:52]([F:55])=[CH:51][CH:50]=3)(=[O:48])=[O:47])[CH2:35][CH2:34][N:33]([C:36]([C:38]3([C:44]#[N:45])[CH2:43][CH2:42][NH:41][CH2:40][CH2:39]3)=[O:37])[CH2:32]2)=[CH:27][CH:26]=1)([C:21]([F:24])([F:23])[F:22])[C:17]([F:20])([F:19])[F:18].[C:61](OC(=O)C)(=[O:63])[CH3:62], predict the reaction product. The product is: [C:61]([N:41]1[CH2:40][CH2:39][C:38]([C:36]([N:33]2[CH2:34][CH2:35][C@:31]([C:28]3[CH:29]=[CH:30][C:25]([C:16]([O:15][CH2:14][C:13]4[C:12]([F:11])=[CH:59][CH:58]=[CH:57][C:56]=4[F:60])([C:17]([F:20])([F:19])[F:18])[C:21]([F:22])([F:24])[F:23])=[CH:26][CH:27]=3)([S:46]([C:49]3[CH:50]=[CH:51][C:52]([F:55])=[CH:53][CH:54]=3)(=[O:48])=[O:47])[CH2:32]2)=[O:37])([C:44]#[N:45])[CH2:43][CH2:42]1)(=[O:63])[CH3:62]. (2) Given the reactants CON(C)[C:4]([C:6]1[N:7]=[C:8]2[CH:13]=[CH:12][C:11]([Cl:14])=[CH:10][N:9]2[CH:15]=1)=[O:5].[S:17]1[CH:21]=[CH:20][CH:19]=[C:18]1[Mg]Br.[Cl-].[NH4+], predict the reaction product. The product is: [Cl:14][C:11]1[CH:12]=[CH:13][C:8]2[N:9]([CH:15]=[C:6]([C:4]([C:18]3[S:17][CH:21]=[CH:20][CH:19]=3)=[O:5])[N:7]=2)[CH:10]=1.